From a dataset of Full USPTO retrosynthesis dataset with 1.9M reactions from patents (1976-2016). Predict the reactants needed to synthesize the given product. (1) The reactants are: [F:1][C:2]1[CH:10]=[CH:9][CH:8]=[C:7]([NH:11][C:12]2[N:17]=[C:16]([NH:18][C:19]3[CH:27]=[C:26]4[C:22]([CH2:23][CH2:24][N:25]4[C:28](=[O:32])[CH2:29][NH:30][CH3:31])=[CH:21][C:20]=3[O:33][CH3:34])[NH:15][C:14]3=[N:35][CH:36]=[CH:37][C:13]=23)[C:3]=1[C:4]([NH2:6])=[O:5].CN[O:40][CH3:41]. Given the product [F:1][C:2]1[CH:10]=[CH:9][CH:8]=[C:7]([NH:11][C:12]2[N:17]=[C:16]([NH:18][C:19]3[CH:27]=[C:26]4[C:22]([CH2:23][CH2:24][N:25]4[C:28](=[O:32])[CH2:29][N:30]([CH3:31])[O:40][CH3:41])=[CH:21][C:20]=3[O:33][CH3:34])[NH:15][C:14]3=[N:35][CH:36]=[CH:37][C:13]=23)[C:3]=1[C:4]([NH2:6])=[O:5], predict the reactants needed to synthesize it. (2) Given the product [C:1]([C:3]1[CH:4]=[N:5][N:6]([C:8](=[CH:17][N:18]([CH3:20])[CH3:19])[C:9]([O:11][CH2:12][CH3:13])=[O:10])[CH:7]=1)#[N:2], predict the reactants needed to synthesize it. The reactants are: [C:1]([C:3]1[CH:4]=[N:5][N:6]([CH2:8][C:9]([O:11][CH2:12][CH3:13])=[O:10])[CH:7]=1)#[N:2].C(O[CH:17](OCC)[N:18]([CH3:20])[CH3:19])C. (3) Given the product [CH3:18][O:17][C:14]1[N:13]=[C:12]2[N:7]([CH2:6][CH:2]=[O:1])[C:8](=[O:19])[CH:9]=[CH:10][C:11]2=[N:16][CH:15]=1, predict the reactants needed to synthesize it. The reactants are: [O:1]1CCO[CH:2]1[CH2:6][N:7]1[C:12]2=[N:13][C:14]([O:17][CH3:18])=[CH:15][N:16]=[C:11]2[CH:10]=[CH:9][C:8]1=[O:19].FC(F)(F)C(O)=O.C(=O)([O-])O.[Na+]. (4) Given the product [CH3:1][C:2]1[C:7]([O:8][CH2:10][C:11]([O:13][CH3:14])=[O:12])=[CH:6][CH:5]=[CH:4][N:3]=1, predict the reactants needed to synthesize it. The reactants are: [CH3:1][C:2]1[C:7]([OH:8])=[CH:6][CH:5]=[CH:4][N:3]=1.Br[CH2:10][C:11]([O:13][CH3:14])=[O:12].C(=O)([O-])[O-].[Cs+].[Cs+].O. (5) Given the product [CH:38]([O:37][C:35]([N:24]1[CH2:25][CH2:26][CH:21]([O:20][C:18]2[CH:19]=[C:14]([N:10]3[C:11]4[C:7](=[CH:6][C:5]([S:2]([CH3:1])(=[O:4])=[O:3])=[CH:13][CH:12]=4)[CH2:8][CH2:9]3)[N:15]=[CH:16][N:17]=2)[CH2:22][CH2:23]1)=[O:36])([CH3:40])[CH3:39], predict the reactants needed to synthesize it. The reactants are: [CH3:1][S:2]([C:5]1[CH:6]=[C:7]2[C:11](=[CH:12][CH:13]=1)[N:10]([C:14]1[CH:19]=[C:18]([O:20][CH:21]3[CH2:26][CH2:25][NH:24][CH2:23][CH2:22]3)[N:17]=[CH:16][N:15]=1)[CH2:9][CH2:8]2)(=[O:4])=[O:3].C(N(CC)CC)C.Cl[C:35]([O:37][CH:38]([CH3:40])[CH3:39])=[O:36]. (6) Given the product [ClH:25].[F:14][C:11]1[C:10]([C:15]2[CH:16]=[C:17]3[C:22](=[CH:23][CH:24]=2)[N:21]=[CH:20][CH:19]=[CH:18]3)=[N:9][NH:8][C:12]=1[NH3+:13], predict the reactants needed to synthesize it. The reactants are: C(OC([N:8]1[C:12]([NH2:13])=[C:11]([F:14])[C:10]([C:15]2[CH:16]=[C:17]3[C:22](=[CH:23][CH:24]=2)[N:21]=[CH:20][CH:19]=[CH:18]3)=[N:9]1)=O)(C)(C)C.[ClH:25].C(OCC)C. (7) The reactants are: Cl[C:2]1[C:3]2[C:10]([C:11]3[CH:16]=[CH:15][C:14]([F:17])=[CH:13][CH:12]=3)=[CH:9][S:8][C:4]=2[N:5]=[CH:6][N:7]=1.[NH2:18][CH2:19][CH2:20][CH2:21][O:22][C:23]1[CH:24]=[C:25]([NH:29][C:30](=[O:32])[CH3:31])[CH:26]=[CH:27][CH:28]=1.C(N(C(C)C)CC)(C)C. Given the product [F:17][C:14]1[CH:15]=[CH:16][C:11]([C:10]2[C:3]3[C:2]([NH:18][CH2:19][CH2:20][CH2:21][O:22][C:23]4[CH:24]=[C:25]([NH:29][C:30](=[O:32])[CH3:31])[CH:26]=[CH:27][CH:28]=4)=[N:7][CH:6]=[N:5][C:4]=3[S:8][CH:9]=2)=[CH:12][CH:13]=1, predict the reactants needed to synthesize it.